Regression. Given two drug SMILES strings and cell line genomic features, predict the synergy score measuring deviation from expected non-interaction effect. From a dataset of NCI-60 drug combinations with 297,098 pairs across 59 cell lines. (1) Drug 1: CN1CCC(CC1)COC2=C(C=C3C(=C2)N=CN=C3NC4=C(C=C(C=C4)Br)F)OC. Drug 2: C1=NC(=NC(=O)N1C2C(C(C(O2)CO)O)O)N. Cell line: NCI-H522. Synergy scores: CSS=22.6, Synergy_ZIP=-6.77, Synergy_Bliss=1.07, Synergy_Loewe=-1.89, Synergy_HSA=1.09. (2) Drug 1: CC1C(C(CC(O1)OC2CC(CC3=C2C(=C4C(=C3O)C(=O)C5=C(C4=O)C(=CC=C5)OC)O)(C(=O)CO)O)N)O.Cl. Drug 2: CC(CN1CC(=O)NC(=O)C1)N2CC(=O)NC(=O)C2. Cell line: LOX IMVI. Synergy scores: CSS=28.3, Synergy_ZIP=-0.806, Synergy_Bliss=6.19, Synergy_Loewe=2.57, Synergy_HSA=7.11. (3) Drug 1: CC1C(C(CC(O1)OC2CC(CC3=C2C(=C4C(=C3O)C(=O)C5=C(C4=O)C(=CC=C5)OC)O)(C(=O)C)O)N)O.Cl. Drug 2: CCC1(CC2CC(C3=C(CCN(C2)C1)C4=CC=CC=C4N3)(C5=C(C=C6C(=C5)C78CCN9C7C(C=CC9)(C(C(C8N6C=O)(C(=O)OC)O)OC(=O)C)CC)OC)C(=O)OC)O.OS(=O)(=O)O. Cell line: SNB-19. Synergy scores: CSS=23.6, Synergy_ZIP=-4.13, Synergy_Bliss=6.45, Synergy_Loewe=-4.97, Synergy_HSA=0.970.